Dataset: Catalyst prediction with 721,799 reactions and 888 catalyst types from USPTO. Task: Predict which catalyst facilitates the given reaction. (1) Reactant: [CH3:1][C:2]([CH3:23])([CH3:22])[CH2:3][CH2:4][C:5]1([C:18]([O:20][CH3:21])=[O:19])[C:14]2[C:9](=[CH:10][CH:11]=[CH:12][CH:13]=2)[C:8](=[O:15])[CH:7]=[C:6]1[O:16]C.I[Si](C)(C)C. Product: [CH3:1][C:2]([CH3:23])([CH3:22])[CH2:3][CH2:4][C:5]1([C:18]([O:20][CH3:21])=[O:19])[C:14]2[C:9](=[CH:10][CH:11]=[CH:12][CH:13]=2)[C:8](=[O:15])[CH2:7][C:6]1=[O:16]. The catalyst class is: 10. (2) Reactant: [Cl:1][C:2]1[CH:3]=[C:4]2[C:8](=[C:9]([C:11]([OH:13])=O)[CH:10]=1)[NH:7][CH:6]=[CH:5]2.[C:14]([C:18]1[CH:34]=[CH:33][C:21]([CH2:22][NH:23][CH2:24][CH2:25][CH:26]([C:28]2[O:29][CH:30]=[CH:31][CH:32]=2)[CH3:27])=[CH:20][CH:19]=1)([CH3:17])([CH3:16])[CH3:15].[CH3:35]CN=C=NCCCN(C)C.Cl. Product: [C:14]([C:18]1[CH:34]=[CH:33][C:21]([CH2:22][N:23]([CH2:24][CH2:25][CH:26]([C:28]2[O:29][C:30]([CH3:35])=[CH:31][CH:32]=2)[CH3:27])[C:11]([C:9]2[CH:10]=[C:2]([Cl:1])[CH:3]=[C:4]3[C:8]=2[NH:7][CH:6]=[CH:5]3)=[O:13])=[CH:20][CH:19]=1)([CH3:15])([CH3:16])[CH3:17]. The catalyst class is: 2. (3) Reactant: [N-:1]=[N+:2]=[N-:3].[Na+].[CH2:5](Br)[CH2:6][CH2:7][CH2:8][CH2:9][CH2:10][CH2:11][CH3:12]. Product: [N:1]([CH2:5][CH2:6][CH2:7][CH2:8][CH2:9][CH2:10][CH2:11][CH3:12])=[N+:2]=[N-:3]. The catalyst class is: 16. (4) Reactant: [CH3:1][O:2][C:3]1[CH:4]=[CH:5][C:6]([CH:9]=O)=[CH:7][CH:8]=1.[CH2:11]([CH2:13][NH2:14])[OH:12].[BH4-].[Na+]. Product: [CH3:1][O:2][C:3]1[CH:8]=[CH:7][C:6]([CH2:9][NH:14][CH2:13][CH2:11][OH:12])=[CH:5][CH:4]=1. The catalyst class is: 14. (5) Reactant: [Cl:1][C:2]1[CH:30]=[CH:29][CH:28]=[C:27]([Cl:31])[C:3]=1[C:4]([NH:6][C@H:7]([C:23]([O:25][CH3:26])=[O:24])[CH2:8][C:9]1[CH:14]=[CH:13][C:12](OS(C(F)(F)F)(=O)=O)=[CH:11][CH:10]=1)=[O:5].CC1(C)C(C)(C)OB([C:40]2[CH2:41][CH2:42][N:43]([C:46]([O:48][C:49]([CH3:52])([CH3:51])[CH3:50])=[O:47])[CH2:44][CH:45]=2)O1.C(=O)([O-])[O-].[K+].[K+]. Product: [CH3:26][O:25][C:23](=[O:24])[C@H:7]([CH2:8][C:9]1[CH:14]=[CH:13][C:12]([C:40]2[CH2:45][CH2:44][N:43]([C:46]([O:48][C:49]([CH3:52])([CH3:51])[CH3:50])=[O:47])[CH2:42][CH:41]=2)=[CH:11][CH:10]=1)[NH:6][C:4](=[O:5])[C:3]1[C:2]([Cl:1])=[CH:30][CH:29]=[CH:28][C:27]=1[Cl:31]. The catalyst class is: 3. (6) Reactant: [C:1]([C:3]1[C:12]2[C:7](=[CH:8][CH:9]=[CH:10][CH:11]=2)[C:6]([NH:13][C@H:14]([C@@H:27]([OH:29])[CH3:28])[C:15]([NH:17][NH:18][C:19](=O)[C:20]2[CH:25]=[CH:24][CH:23]=[CH:22][CH:21]=2)=[O:16])=[CH:5][CH:4]=1)#[N:2].CCN(P1(N(C)CCCN1C)=NC(C)(C)C)CC. Product: [OH:29][C@@H:27]([CH3:28])[C@@H:14]([NH:13][C:6]1[C:7]2[C:12](=[CH:11][CH:10]=[CH:9][CH:8]=2)[C:3]([C:1]#[N:2])=[CH:4][CH:5]=1)[C:15]1[O:16][C:19]([C:20]2[CH:21]=[CH:22][CH:23]=[CH:24][CH:25]=2)=[N:18][N:17]=1. The catalyst class is: 1. (7) Reactant: [O:1]1[C:5]2([CH2:10][CH2:9][CH:8](CN)[CH2:7][CH2:6]2)[O:4][CH2:3][CH2:2]1.[C:13]([O:19]C(=O)C(C)(C)C)(=O)[C:14]([CH3:17])([CH3:16])[CH3:15].[N:26]1C=CC=C[CH:27]=1. Product: [O:4]1[C:5]2([CH2:6][CH2:7][CH:8]([N:26]([CH3:27])[C:13](=[O:19])[C:14]([CH3:17])([CH3:16])[CH3:15])[CH2:9][CH2:10]2)[O:1][CH2:2][CH2:3]1. The catalyst class is: 277.